Dataset: NCI-60 drug combinations with 297,098 pairs across 59 cell lines. Task: Regression. Given two drug SMILES strings and cell line genomic features, predict the synergy score measuring deviation from expected non-interaction effect. (1) Drug 1: CC1=C(C=C(C=C1)NC2=NC=CC(=N2)N(C)C3=CC4=NN(C(=C4C=C3)C)C)S(=O)(=O)N.Cl. Drug 2: C1=CC(=CC=C1CCC2=CNC3=C2C(=O)NC(=N3)N)C(=O)NC(CCC(=O)O)C(=O)O. Cell line: SK-MEL-2. Synergy scores: CSS=11.3, Synergy_ZIP=-1.64, Synergy_Bliss=-1.31, Synergy_Loewe=-31.2, Synergy_HSA=-4.59. (2) Drug 1: CCN(CC)CCCC(C)NC1=C2C=C(C=CC2=NC3=C1C=CC(=C3)Cl)OC. Drug 2: C(CCl)NC(=O)N(CCCl)N=O. Cell line: HL-60(TB). Synergy scores: CSS=13.6, Synergy_ZIP=-5.29, Synergy_Bliss=-2.85, Synergy_Loewe=7.99, Synergy_HSA=0.472. (3) Drug 1: C#CCC(CC1=CN=C2C(=N1)C(=NC(=N2)N)N)C3=CC=C(C=C3)C(=O)NC(CCC(=O)O)C(=O)O. Drug 2: C1C(C(OC1N2C=NC3=C2NC=NCC3O)CO)O. Cell line: NCI/ADR-RES. Synergy scores: CSS=-4.78, Synergy_ZIP=1.71, Synergy_Bliss=0.839, Synergy_Loewe=-2.55, Synergy_HSA=-2.96. (4) Drug 1: CC1=C2C(C(=O)C3(C(CC4C(C3C(C(C2(C)C)(CC1OC(=O)C(C(C5=CC=CC=C5)NC(=O)OC(C)(C)C)O)O)OC(=O)C6=CC=CC=C6)(CO4)OC(=O)C)OC)C)OC. Drug 2: C(CC(=O)O)C(=O)CN.Cl. Cell line: T-47D. Synergy scores: CSS=35.3, Synergy_ZIP=0.741, Synergy_Bliss=2.39, Synergy_Loewe=-5.93, Synergy_HSA=3.82. (5) Drug 1: CCC1=C2CN3C(=CC4=C(C3=O)COC(=O)C4(CC)O)C2=NC5=C1C=C(C=C5)O. Drug 2: CC(C)NC(=O)C1=CC=C(C=C1)CNNC.Cl. Cell line: A549. Synergy scores: CSS=8.89, Synergy_ZIP=-2.83, Synergy_Bliss=-0.145, Synergy_Loewe=-13.9, Synergy_HSA=-1.17.